Task: Regression. Given a peptide amino acid sequence and an MHC pseudo amino acid sequence, predict their binding affinity value. This is MHC class II binding data.. Dataset: Peptide-MHC class II binding affinity with 134,281 pairs from IEDB The peptide sequence is LNILNRRRRTAGMII. The MHC is DRB1_0802 with pseudo-sequence DRB1_0802. The binding affinity (normalized) is 0.684.